This data is from Reaction yield outcomes from USPTO patents with 853,638 reactions. The task is: Predict the reaction yield, written as a fraction of the theoretical maximum amount of product (1.0 means a 100% yield; for example, 0.34 means a 34% yield). (1) The reactants are [F:1][CH:2]([F:12])[C:3]1[C:7]([C:8](Cl)=[O:9])=[CH:6][N:5]([CH3:11])[N:4]=1.[CH:13]1([NH:16][CH:17]([CH3:27])[CH2:18][N:19]([CH3:26])[C:20]2[CH:25]=[CH:24][CH:23]=[CH:22][CH:21]=2)[CH2:15][CH2:14]1.C(N(CC)CC)C.CCCCCCC.C(OCC)(=O)C. The catalyst is O1CCCC1. The product is [CH:13]1([N:16]([CH:17]([CH3:27])[CH2:18][N:19]([CH3:26])[C:20]2[CH:25]=[CH:24][CH:23]=[CH:22][CH:21]=2)[C:8]([C:7]2[C:3]([CH:2]([F:12])[F:1])=[N:4][N:5]([CH3:11])[CH:6]=2)=[O:9])[CH2:15][CH2:14]1. The yield is 0.380. (2) The reactants are [NH:1]1[CH:5]=[CH:4][CH:3]=[C:2]1[C:6]([OH:8])=[O:7].[H-].[Na+].F[C:12]1[CH:17]=[CH:16][C:15]([N+:18]([O-:20])=[O:19])=[CH:14][CH:13]=1.[C:21](OCC)(=O)[CH3:22]. The catalyst is CN(C=O)C. The product is [N+:18]([C:15]1[CH:16]=[CH:17][C:12]([N:1]2[CH:5]=[CH:4][CH:3]=[C:2]2[C:6]([O:8][CH2:21][CH3:22])=[O:7])=[CH:13][CH:14]=1)([O-:20])=[O:19]. The yield is 0.490. (3) The reactants are [CH2:1]([C:3](CO)([CH2:7][CH3:8])[CH2:4][C:5]#N)[CH3:2].N1[CH:15]=[CH:14][N:13]=C1.[C:16]([Si:20](C)(C)Cl)([CH3:19])([CH3:18])[CH3:17].[OH2:24].Cl[CH2:26]Cl. No catalyst specified. The product is [C:16]([SiH2:20][O:24][C:1]([CH3:2])([CH3:26])[C:3]([CH2:4][CH3:5])([CH2:7][CH3:8])[CH2:15][C:14]#[N:13])([CH3:19])([CH3:18])[CH3:17]. The yield is 0.740.